Dataset: Reaction yield outcomes from USPTO patents with 853,638 reactions. Task: Predict the reaction yield, written as a fraction of the theoretical maximum amount of product (1.0 means a 100% yield; for example, 0.34 means a 34% yield). (1) The reactants are [CH:1]1([C:4]2[NH:5][C:6]([NH2:9])=[N:7][N:8]=2)[CH2:3][CH2:2]1.[C:10]([C:12]1[CH:17]=[CH:16][CH:15]=[CH:14][C:13]=1[C:18]1[CH:23]=[CH:22][C:21]([CH2:24][CH:25]([C:31](=O)[CH2:32][CH2:33][CH3:34])[C:26](OCC)=[O:27])=[CH:20][CH:19]=1)#[N:11]. The catalyst is ClC1C=CC(Cl)=CC=1Cl. The product is [CH:1]1([C:4]2[N:5]=[C:6]3[NH:9][C:26](=[O:27])[C:25]([CH2:24][C:21]4[CH:22]=[CH:23][C:18]([C:13]5[C:12]([C:10]#[N:11])=[CH:17][CH:16]=[CH:15][CH:14]=5)=[CH:19][CH:20]=4)=[C:31]([CH2:32][CH2:33][CH3:34])[N:7]3[N:8]=2)[CH2:3][CH2:2]1. The yield is 0.210. (2) The reactants are [CH3:1][P:2](=[O:19])([CH3:18])[C:3]1[CH:8]=[CH:7][C:6]([N+:9]([O-])=O)=[C:5]([S:12]([CH:15]([CH3:17])[CH3:16])(=[O:14])=[O:13])[CH:4]=1. The catalyst is C(O)C.[Pd]. The product is [CH3:18][P:2]([C:3]1[CH:8]=[CH:7][C:6]([NH2:9])=[C:5]([S:12]([CH:15]([CH3:17])[CH3:16])(=[O:14])=[O:13])[CH:4]=1)([CH3:1])=[O:19]. The yield is 0.500.